Dataset: Forward reaction prediction with 1.9M reactions from USPTO patents (1976-2016). Task: Predict the product of the given reaction. (1) Given the reactants FC(F)(F)C(O)=O.C([O:10][CH:11](OCC)[CH2:12][NH:13][C:14]([C:16]1[S:17][C:18]([C:21]2[CH:26]=[CH:25][C:24]([Cl:27])=[CH:23][CH:22]=2)=[CH:19][CH:20]=1)=[O:15])C, predict the reaction product. The product is: [O:10]=[CH:11][CH2:12][NH:13][C:14]([C:16]1[S:17][C:18]([C:21]2[CH:26]=[CH:25][C:24]([Cl:27])=[CH:23][CH:22]=2)=[CH:19][CH:20]=1)=[O:15]. (2) Given the reactants Cl[C:2]1[C:11]2[C:6](=[CH:7][C:8]([O:14][CH3:15])=[C:9]([O:12][CH3:13])[CH:10]=2)[N:5]=[CH:4][CH:3]=1.[Cl:16][C:17]1[CH:38]=[CH:37][CH:36]=[CH:35][C:18]=1[CH2:19][N:20]1[C:25](=[O:26])[C:24]([C:27]2[CH:32]=[CH:31][C:30]([OH:33])=[C:29]([F:34])[CH:28]=2)=[CH:23][N:22]=[CH:21]1, predict the reaction product. The product is: [Cl:16][C:17]1[CH:38]=[CH:37][CH:36]=[CH:35][C:18]=1[CH2:19][N:20]1[C:25](=[O:26])[C:24]([C:27]2[CH:32]=[CH:31][C:30]([O:33][C:2]3[C:11]4[C:6](=[CH:7][C:8]([O:14][CH3:15])=[C:9]([O:12][CH3:13])[CH:10]=4)[N:5]=[CH:4][CH:3]=3)=[C:29]([F:34])[CH:28]=2)=[CH:23][N:22]=[CH:21]1. (3) Given the reactants [F:1][C:2]1[CH:3]=[C:4]2[C:8](=[CH:9][CH:10]=1)[NH:7][C:6](=[O:11])[C:5]2=[C:12]1[C:20]2[C:15](=[CH:16][C:17]([CH2:21][CH2:22][C:23]([OH:25])=O)=[CH:18][CH:19]=2)[CH2:14][O:13]1.[N:26]1[CH:31]=[CH:30][CH:29]=[CH:28][C:27]=1[S:32][S:32][C:27]1[CH:28]=[CH:29][CH:30]=[CH:31][N:26]=1.C1(P(C2C=CC=CC=2)C2C=CC=CC=2)C=CC=CC=1, predict the reaction product. The product is: [N:26]1[CH:31]=[CH:30][CH:29]=[CH:28][C:27]=1[S:32][C:23](=[O:25])[CH2:22][CH2:21][C:17]1[CH:16]=[C:15]2[C:20](=[CH:19][CH:18]=1)[C:12](=[C:5]1[C:4]3[C:8](=[CH:9][CH:10]=[C:2]([F:1])[CH:3]=3)[NH:7][C:6]1=[O:11])[O:13][CH2:14]2. (4) Given the reactants [CH:1]1[C:13]2[CH2:12][C:11]3[C:6](=[CH:7][CH:8]=[CH:9][CH:10]=3)[C:5]=2[CH:4]=[CH:3][C:2]=1[C:14]([OH:16])=[O:15].[C:17](O)(C(F)(F)F)=[O:18], predict the reaction product. The product is: [CH:17]([CH:5]1[C:4]2[CH:12]=[CH:13][CH:1]=[C:2]([C:14]([OH:16])=[O:15])[C:3]=2[C:7]2[C:6]1=[CH:11][CH:10]=[CH:9][CH:8]=2)=[O:18]. (5) Given the reactants [C:1]([NH:4][C:5]1[C:6]([CH3:41])=[C:7]([CH:38]=[CH:39][CH:40]=1)[O:8][C:9]1[C:10]([C:26]([NH:28]CC2C=CC(OC)=CC=2)=[O:27])=[C:11]([NH:17][C:18]2[CH:23]=[CH:22][C:21]([I:24])=[CH:20][C:19]=2[F:25])[N:12]([CH3:16])[C:13](=[O:15])[CH:14]=1)(=[O:3])[CH3:2].[Cl-].[Al+3].[Cl-].[Cl-], predict the reaction product. The product is: [C:1]([NH:4][C:5]1[C:6]([CH3:41])=[C:7]([CH:38]=[CH:39][CH:40]=1)[O:8][C:9]1[C:10]([C:26]([NH2:28])=[O:27])=[C:11]([NH:17][C:18]2[CH:23]=[CH:22][C:21]([I:24])=[CH:20][C:19]=2[F:25])[N:12]([CH3:16])[C:13](=[O:15])[CH:14]=1)(=[O:3])[CH3:2]. (6) Given the reactants C([O:3][C:4]([C:6]1[C:7](Cl)=[C:8]2[C:14]([CH3:15])=[N:13][N:12]([C:16]3[CH:21]=[CH:20][C:19]([O:22][CH3:23])=[CH:18][CH:17]=3)[C:9]2=[N:10][CH:11]=1)=[O:5])C.[OH-:25].[K+].Cl, predict the reaction product. The product is: [OH:25][C:7]1[C:6]([C:4]([OH:3])=[O:5])=[CH:11][N:10]=[C:9]2[N:12]([C:16]3[CH:21]=[CH:20][C:19]([O:22][CH3:23])=[CH:18][CH:17]=3)[N:13]=[C:14]([CH3:15])[C:8]=12. (7) Given the reactants [C:1]12([C:11]3[CH:31]=[CH:30][C:14]([C:15]([O:17][NH:18][C:19]([C:21]4[CH:22]=[C:23]5[C:27](=[CH:28][CH:29]=4)[NH:26][CH:25]=[CH:24]5)=[NH:20])=O)=[CH:13][C:12]=3[O:32][CH3:33])[CH2:10][CH:5]3[CH2:6][CH:7]([CH2:9][CH:3]([CH2:4]3)[CH2:2]1)[CH2:8]2.CCCC[N+](CCCC)(CCCC)CCCC.[F-].C1COCC1, predict the reaction product. The product is: [NH:26]1[C:27]2[C:23](=[CH:22][C:21]([C:19]3[N:20]=[C:15]([C:14]4[CH:30]=[CH:31][C:11]([C:1]56[CH2:2][CH:3]7[CH2:4][CH:5]([CH2:6][CH:7]([CH2:9]7)[CH2:8]5)[CH2:10]6)=[C:12]([O:32][CH3:33])[CH:13]=4)[O:17][N:18]=3)=[CH:29][CH:28]=2)[CH:24]=[CH:25]1. (8) Given the reactants [CH3:1][N:2]1[CH:7]([C:8]2[CH:15]=[CH:14][C:11]([C:12]#[N:13])=[CH:10][C:9]=2B2OC(C)(C)C(C)(C)O2)[C:6]2[C:25](=[O:28])[CH2:26][CH2:27][C:5]=2[N:4]([C:29]2[CH:34]=[CH:33][CH:32]=[C:31]([C:35]([F:38])([F:37])[F:36])[CH:30]=2)[C:3]1=[O:39].Cl.Br[C:42]1[CH:47]=[CH:46][N:45]=[CH:44][N:43]=1.C(=O)([O-])[O-].[K+].[K+].ClCCl, predict the reaction product. The product is: [CH3:1][N:2]1[CH:7]([C:8]2[CH:15]=[CH:14][C:11]([C:12]#[N:13])=[CH:10][C:9]=2[C:42]2[CH:47]=[CH:46][N:45]=[CH:44][N:43]=2)[C:6]2[C:25](=[O:28])[CH2:26][CH2:27][C:5]=2[N:4]([C:29]2[CH:34]=[CH:33][CH:32]=[C:31]([C:35]([F:36])([F:37])[F:38])[CH:30]=2)[C:3]1=[O:39]. (9) Given the reactants [Si:1]([O:8][CH2:9][C:10]1[C:18]2[O:17][N:16]=[C:15]([CH2:19][CH2:20][CH:21]3[CH2:26][CH2:25][N:24]([C:27]([O:29][C:30]([CH3:33])([CH3:32])[CH3:31])=[O:28])[CH2:23][CH2:22]3)[C:14]=2[CH:13]=[CH:12][C:11]=1[OH:34])([C:4]([CH3:7])([CH3:6])[CH3:5])([CH3:3])[CH3:2].[N:35]1[CH:40]=[CH:39][CH:38]=[C:37]([CH2:41]O)[CH:36]=1.C1(P(C2C=CC=CC=2)C2C=CC=CC=2)C=CC=CC=1.N(C(OC(C)C)=O)=NC(OC(C)C)=O, predict the reaction product. The product is: [Si:1]([O:8][CH2:9][C:10]1[C:18]2[O:17][N:16]=[C:15]([CH2:19][CH2:20][CH:21]3[CH2:22][CH2:23][N:24]([C:27]([O:29][C:30]([CH3:33])([CH3:32])[CH3:31])=[O:28])[CH2:25][CH2:26]3)[C:14]=2[CH:13]=[CH:12][C:11]=1[O:34][CH2:41][C:37]1[CH:36]=[N:35][CH:40]=[CH:39][CH:38]=1)([C:4]([CH3:6])([CH3:7])[CH3:5])([CH3:2])[CH3:3].